Dataset: Catalyst prediction with 721,799 reactions and 888 catalyst types from USPTO. Task: Predict which catalyst facilitates the given reaction. (1) Reactant: [Cl:1][C:2]1[C:15]([Cl:16])=[CH:14][C:5]2[NH:6][C:7]([CH2:9][C:10]([F:13])([F:12])[F:11])=[N:8][C:4]=2[CH:3]=1.C(=O)([O-])[O-].[K+].[K+].[F:23][C:24]1[CH:31]=[CH:30][C:27]([CH2:28]Br)=[CH:26][CH:25]=1. Product: [Cl:16][C:15]1[C:2]([Cl:1])=[CH:3][C:4]2[N:8]([CH2:28][C:27]3[CH:30]=[CH:31][C:24]([F:23])=[CH:25][CH:26]=3)[C:7]([CH2:9][C:10]([F:12])([F:13])[F:11])=[N:6][C:5]=2[CH:14]=1. The catalyst class is: 3. (2) Reactant: Br[CH2:2][C:3]1[CH:8]=[CH:7][C:6]([CH3:9])=[CH:5][CH:4]=1.[NH2:10][C:11]1[N:16]=[C:15]([CH:17]2[CH2:22][CH2:21][CH2:20][N:19]([C:23]([O:25][C:26]([CH3:29])([CH3:28])[CH3:27])=[O:24])[CH2:18]2)[CH:14]=[C:13]([C:30]2[C:35]([OH:36])=[CH:34][CH:33]=[CH:32][C:31]=2[OH:37])[N:12]=1.C(=O)([O-])[O-].[K+].[K+].CN(C=O)C. Product: [NH2:10][C:11]1[N:16]=[C:15]([CH:17]2[CH2:22][CH2:21][CH2:20][N:19]([C:23]([O:25][C:26]([CH3:29])([CH3:27])[CH3:28])=[O:24])[CH2:18]2)[CH:14]=[C:13]([C:30]2[C:31]([O:37][CH2:2][C:3]3[CH:8]=[CH:7][C:6]([CH3:9])=[CH:5][CH:4]=3)=[CH:32][CH:33]=[CH:34][C:35]=2[OH:36])[N:12]=1. The catalyst class is: 6. (3) Reactant: Cl.[F:2][C:3]1[CH:4]=[C:5]([CH:10]2[N:15]([C:16]([O:18][C:19]3[CH:24]=[CH:23][C:22]([N+:25]([O-:27])=[O:26])=[CH:21][CH:20]=3)=[O:17])[C:14]([O:28]C)=[N:13][C:12]([CH3:30])=[C:11]2[C:31]([O:33][CH3:34])=[O:32])[CH:6]=[CH:7][C:8]=1[F:9]. Product: [F:2][C:3]1[CH:4]=[C:5]([CH:10]2[N:15]([C:16]([O:18][C:19]3[CH:20]=[CH:21][C:22]([N+:25]([O-:27])=[O:26])=[CH:23][CH:24]=3)=[O:17])[C:14](=[O:28])[NH:13][C:12]([CH3:30])=[C:11]2[C:31]([O:33][CH3:34])=[O:32])[CH:6]=[CH:7][C:8]=1[F:9]. The catalyst class is: 1. (4) Reactant: C(OC([N:8]1[CH2:13][CH:12]=[C:11]([C:14]2[CH:41]=[C:17]3[CH2:18][N:19]([C:23]([O:25][CH2:26][C:27]4[CH:32]=[C:31]([C:33]([F:36])([F:35])[F:34])[CH:30]=[C:29]([C:37]([F:40])([F:39])[F:38])[CH:28]=4)=[O:24])[CH2:20][CH2:21][CH2:22][N:16]3[N:15]=2)[CH2:10][CH2:9]1)=O)(C)(C)C.FC(F)(F)C(O)=O. Product: [NH:8]1[CH2:9][CH:10]=[C:11]([C:14]2[CH:41]=[C:17]3[CH2:18][N:19]([C:23]([O:25][CH2:26][C:27]4[CH:32]=[C:31]([C:33]([F:35])([F:34])[F:36])[CH:30]=[C:29]([C:37]([F:38])([F:39])[F:40])[CH:28]=4)=[O:24])[CH2:20][CH2:21][CH2:22][N:16]3[N:15]=2)[CH2:12][CH2:13]1. The catalyst class is: 2. (5) Reactant: [H-].[Na+].[Br:3][C:4]1[CH:12]=[CH:11][CH:10]=[C:9]2[C:5]=1[CH:6]=[CH:7][NH:8]2.Br[CH2:14][CH2:15][O:16][Si:17]([C:20]([CH3:23])([CH3:22])[CH3:21])([CH3:19])[CH3:18]. Product: [Br:3][C:4]1[CH:12]=[CH:11][CH:10]=[C:9]2[C:5]=1[CH:6]=[CH:7][N:8]2[CH2:14][CH2:15][O:16][Si:17]([C:20]([CH3:23])([CH3:22])[CH3:21])([CH3:19])[CH3:18]. The catalyst class is: 9. (6) Reactant: [CH3:1][C:2]1[C:11]2[CH:10]=[N:9][CH:8]=[CH:7][C:6]=2[C:5](S(N2CCCNCC2)(=O)=O)=[CH:4][CH:3]=1.CC1C=CC=CC=1C=O.COC(OC)CN. Product: [CH3:1][C:2]1[CH:3]=[CH:4][CH:5]=[C:6]2[C:11]=1[CH:10]=[N:9][CH:8]=[CH:7]2. The catalyst class is: 11. (7) Reactant: [CH2:1]([N:8](C)[C:9]1[CH:14]=[C:13]([C:15]2[CH:20]=[CH:19][C:18]([NH:21][C:22](=[O:36])[C@H:23]([NH:28][C:29](=[O:35])[O:30][C:31]([CH3:34])([CH3:33])[CH3:32])[CH2:24][CH:25]([CH3:27])[CH3:26])=[CH:17][C:16]=2[O:37][CH3:38])[CH:12]=[CH:11][N:10]=1)C1C=CC=CC=1.C([O-])=O.[NH4+]. Product: [CH3:38][O:37][C:16]1[CH:17]=[C:18]([NH:21][C:22](=[O:36])[C@H:23]([NH:28][C:29](=[O:35])[O:30][C:31]([CH3:34])([CH3:33])[CH3:32])[CH2:24][CH:25]([CH3:27])[CH3:26])[CH:19]=[CH:20][C:15]=1[C:13]1[CH:12]=[CH:11][N:10]=[C:9]([NH:8][CH3:1])[CH:14]=1. The catalyst class is: 29. (8) Reactant: [CH:1]1([NH2:5])[CH2:4][CH2:3][CH2:2]1.C(N(CC)CC)C.[N+:13]([C:16]1[CH:21]=[CH:20][C:19]([S:22](Cl)(=[O:24])=[O:23])=[CH:18][CH:17]=1)([O-:15])=[O:14]. Product: [CH:1]1([NH:5][S:22]([C:19]2[CH:18]=[CH:17][C:16]([N+:13]([O-:15])=[O:14])=[CH:21][CH:20]=2)(=[O:23])=[O:24])[CH2:4][CH2:3][CH2:2]1. The catalyst class is: 4. (9) Reactant: [CH3:1][C:2]1[N:7]=[C:6]2[S:8][C:9]3[CH2:13][CH2:12][CH2:11][C:10]=3[C:5]2=[C:4]([C:14]2[CH:19]=[CH:18][CH:17]=[CH:16][CH:15]=2)[C:3]=1[CH2:20][C:21]([O:23]C)=[O:22].[O-2].[Li+].[Li+].Cl. Product: [CH3:1][C:2]1[N:7]=[C:6]2[S:8][C:9]3[CH2:13][CH2:12][CH2:11][C:10]=3[C:5]2=[C:4]([C:14]2[CH:15]=[CH:16][CH:17]=[CH:18][CH:19]=2)[C:3]=1[CH2:20][C:21]([OH:23])=[O:22]. The catalyst class is: 38.